From a dataset of Full USPTO retrosynthesis dataset with 1.9M reactions from patents (1976-2016). Predict the reactants needed to synthesize the given product. (1) Given the product [OH:8][C:9]1[CH:14]=[C:13]([C:26]2[CH:27]=[CH:28][S:24][CH:25]=2)[CH:12]=[CH:11][C:10]=1[N:16]1[S:20](=[O:21])(=[O:22])[NH:19][C:18](=[O:23])[CH2:17]1, predict the reactants needed to synthesize it. The reactants are: C([O:8][C:9]1[CH:14]=[C:13](I)[CH:12]=[CH:11][C:10]=1[N:16]1[S:20](=[O:22])(=[O:21])[NH:19][C:18](=[O:23])[CH2:17]1)C1C=CC=CC=1.[S:24]1[CH:28]=[CH:27][C:26](B(O)O)=[CH:25]1. (2) Given the product [CH3:1][N:2]([CH3:26])[CH:3]1[CH2:8][CH2:7][CH2:6][N:5]([C:9]([C:11]2[CH:12]=[C:13]3[C:17](=[CH:18][CH:19]=2)[N:16]([CH:20]([CH3:22])[CH3:21])[C:15]([C:23]([N:27]2[CH2:32][CH2:31][O:30][CH2:29][CH2:28]2)=[O:25])=[CH:14]3)=[O:10])[CH2:4]1, predict the reactants needed to synthesize it. The reactants are: [CH3:1][N:2]([CH3:26])[CH:3]1[CH2:8][CH2:7][CH2:6][N:5]([C:9]([C:11]2[CH:12]=[C:13]3[C:17](=[CH:18][CH:19]=2)[N:16]([CH:20]([CH3:22])[CH3:21])[C:15]([C:23]([OH:25])=O)=[CH:14]3)=[O:10])[CH2:4]1.[NH:27]1[CH2:32][CH2:31][O:30][CH2:29][CH2:28]1.Cl.C(N=C=NCCCN(C)C)C.